From a dataset of Peptide-MHC class I binding affinity with 185,985 pairs from IEDB/IMGT. Regression. Given a peptide amino acid sequence and an MHC pseudo amino acid sequence, predict their binding affinity value. This is MHC class I binding data. The peptide sequence is CMESVRNGTY. The MHC is Mamu-A01 with pseudo-sequence Mamu-A01. The binding affinity (normalized) is 0.0338.